From a dataset of Forward reaction prediction with 1.9M reactions from USPTO patents (1976-2016). Predict the product of the given reaction. (1) The product is: [Br:1][C:2]1[CH:10]=[CH:9][CH:8]=[C:7]2[C:3]=1[C:4]([C:16]#[N:15])=[CH:5][NH:6]2. Given the reactants [Br:1][C:2]1[CH:10]=[CH:9][CH:8]=[C:7]2[C:3]=1[CH:4]=[CH:5][NH:6]2.ClS([N:15]=[C:16]=O)(=O)=O, predict the reaction product. (2) The product is: [C:9]1([C:7]2[N:6]=[C:5]([C:15]([O:17][CH3:18])=[O:16])[CH:4]=[C:3]([CH2:2][N:21]3[CH2:22][CH2:24][CH2:27][CH2:25]3)[N:8]=2)[CH:14]=[CH:13][CH:12]=[CH:11][CH:10]=1. Given the reactants Br[CH2:2][C:3]1[N:8]=[C:7]([C:9]2[CH:14]=[CH:13][CH:12]=[CH:11][CH:10]=2)[N:6]=[C:5]([C:15]([O:17][CH3:18])=[O:16])[CH:4]=1.CC[N:21]([CH:25]([CH3:27])C)[CH:22]([CH3:24])C.N1CCCC1, predict the reaction product. (3) Given the reactants [N:1]1([CH2:6][C@@H:7]2[CH2:11][CH2:10][CH2:9][NH:8]2)[CH2:5][CH2:4][CH2:3][CH2:2]1.CCN(CC)CC.[CH:19]([N:22]1[C:26]([C:27]2[N:36]=[C:35]3[N:29]([CH2:30][CH2:31][O:32][C:33]4[CH:40]=[CH:39][C:38]([S:41](Cl)(=[O:43])=[O:42])=[CH:37][C:34]=43)[CH:28]=2)=[N:25][CH:24]=[N:23]1)([CH3:21])[CH3:20], predict the reaction product. The product is: [CH:19]([N:22]1[C:26]([C:27]2[N:36]=[C:35]3[C:34]4[CH:37]=[C:38]([S:41]([N:8]5[CH2:9][CH2:10][CH2:11][C@H:7]5[CH2:6][N:1]5[CH2:5][CH2:4][CH2:3][CH2:2]5)(=[O:43])=[O:42])[CH:39]=[CH:40][C:33]=4[O:32][CH2:31][CH2:30][N:29]3[CH:28]=2)=[N:25][CH:24]=[N:23]1)([CH3:21])[CH3:20]. (4) The product is: [CH3:34][O:33][C:30]1[CH:31]=[CH:32][C:27]([CH2:26][C:25]([NH:24][C:18]2[CH:17]=[C:16]3[C:21]([CH:22]=[CH:23][N:14]([CH2:13][C:10]4[CH:9]=[CH:8][C:7]([C:6]([OH:37])=[O:5])=[CH:12][CH:11]=4)[C:15]3=[O:36])=[CH:20][CH:19]=2)=[O:35])=[CH:28][CH:29]=1. Given the reactants C([O:5][C:6](=[O:37])[C:7]1[CH:12]=[CH:11][C:10]([CH2:13][N:14]2[CH:23]=[CH:22][C:21]3[C:16](=[CH:17][C:18]([NH:24][C:25](=[O:35])[CH2:26][C:27]4[CH:32]=[CH:31][C:30]([O:33][CH3:34])=[CH:29][CH:28]=4)=[CH:19][CH:20]=3)[C:15]2=[O:36])=[CH:9][CH:8]=1)(C)(C)C.FC(F)(F)C(O)=O, predict the reaction product. (5) Given the reactants [C:1]([CH:3]1[N:7]2[CH2:8][CH2:9][N:10]([C:12]3[C:13]([C:18]#[N:19])=[N:14][CH:15]=[CH:16][N:17]=3)[CH2:11][CH:6]2[CH2:5][CH2:4]1)#[CH:2].I[C:21]1[CH:22]=[C:23]([CH3:27])[CH:24]=[CH:25][CH:26]=1.[N-:28]=[N+:29]=[N-:30].[Na+].[Na].O=C1O[C@H]([C@H](CO)O)C([O-])=C1O.N1CCC[C@H]1C(O)=O.C([O-])([O-])=O.[Na+].[Na+], predict the reaction product. The product is: [CH3:27][C:23]1[CH:22]=[C:21]([N:28]2[CH:2]=[C:1]([C@@H:3]3[N:7]4[CH2:8][CH2:9][N:10]([C:12]5[C:13]([C:18]#[N:19])=[N:14][CH:15]=[CH:16][N:17]=5)[CH2:11][C@@H:6]4[CH2:5][CH2:4]3)[N:30]=[N:29]2)[CH:26]=[CH:25][CH:24]=1.